From a dataset of Merck oncology drug combination screen with 23,052 pairs across 39 cell lines. Regression. Given two drug SMILES strings and cell line genomic features, predict the synergy score measuring deviation from expected non-interaction effect. (1) Drug 1: CN(C)C(=N)N=C(N)N. Drug 2: Cn1c(=O)n(-c2ccc(C(C)(C)C#N)cc2)c2c3cc(-c4cnc5ccccc5c4)ccc3ncc21. Cell line: ES2. Synergy scores: synergy=11.5. (2) Drug 1: COC1CC2CCC(C)C(O)(O2)C(=O)C(=O)N2CCCCC2C(=O)OC(C(C)CC2CCC(OP(C)(C)=O)C(OC)C2)CC(=O)C(C)C=C(C)C(O)C(OC)C(=O)C(C)CC(C)C=CC=CC=C1C. Drug 2: CCc1c2c(nc3ccc(O)cc13)-c1cc3c(c(=O)n1C2)COC(=O)C3(O)CC. Cell line: DLD1. Synergy scores: synergy=1.88. (3) Drug 1: O=S1(=O)NC2(CN1CC(F)(F)F)C1CCC2Cc2cc(C=CCN3CCC(C(F)(F)F)CC3)ccc2C1. Drug 2: CCC1=CC2CN(C1)Cc1c([nH]c3ccccc13)C(C(=O)OC)(c1cc3c(cc1OC)N(C)C1C(O)(C(=O)OC)C(OC(C)=O)C4(CC)C=CCN5CCC31C54)C2. Cell line: NCIH23. Synergy scores: synergy=1.02. (4) Drug 1: C=CCn1c(=O)c2cnc(Nc3ccc(N4CCN(C)CC4)cc3)nc2n1-c1cccc(C(C)(C)O)n1. Drug 2: CCC1(O)C(=O)OCc2c1cc1n(c2=O)Cc2cc3c(CN(C)C)c(O)ccc3nc2-1. Cell line: KPL1. Synergy scores: synergy=11.8. (5) Cell line: T47D. Drug 2: CS(=O)(=O)CCNCc1ccc(-c2ccc3ncnc(Nc4ccc(OCc5cccc(F)c5)c(Cl)c4)c3c2)o1. Drug 1: CC(=O)OC1C(=O)C2(C)C(O)CC3OCC3(OC(C)=O)C2C(OC(=O)c2ccccc2)C2(O)CC(OC(=O)C(O)C(NC(=O)c3ccccc3)c3ccccc3)C(C)=C1C2(C)C. Synergy scores: synergy=-3.96. (6) Drug 1: CN1C(=O)C=CC2(C)C3CCC4(C)C(NC(=O)OCC(F)(F)F)CCC4C3CCC12. Cell line: VCAP. Synergy scores: synergy=49.4. Drug 2: NC(=O)c1cccc2cn(-c3ccc(C4CCCNC4)cc3)nc12.